This data is from Full USPTO retrosynthesis dataset with 1.9M reactions from patents (1976-2016). The task is: Predict the reactants needed to synthesize the given product. Given the product [CH2:1]([O:8][C:9]1[CH:17]=[C:16]2[C:12]([C:13]([C:18]3[N:26]([S:27]([C:30]4[CH:31]=[CH:32][C:33]([CH3:36])=[CH:34][CH:35]=4)(=[O:29])=[O:28])[C:21]4=[N:22][CH:23]=[CH:24][CH:25]=[C:20]4[CH:19]=3)=[CH:14][N:15]2[CH3:41])=[CH:11][C:10]=1[O:37][CH3:38])[C:2]1[CH:7]=[CH:6][CH:5]=[CH:4][CH:3]=1, predict the reactants needed to synthesize it. The reactants are: [CH2:1]([O:8][C:9]1[CH:17]=[C:16]2[C:12]([C:13]([C:18]3[N:26]([S:27]([C:30]4[CH:35]=[CH:34][C:33]([CH3:36])=[CH:32][CH:31]=4)(=[O:29])=[O:28])[C:21]4=[N:22][CH:23]=[CH:24][CH:25]=[C:20]4[CH:19]=3)=[CH:14][NH:15]2)=[CH:11][C:10]=1[O:37][CH3:38])[C:2]1[CH:7]=[CH:6][CH:5]=[CH:4][CH:3]=1.[H-].[Na+].[CH3:41]I.O.